Dataset: TCR-epitope binding with 47,182 pairs between 192 epitopes and 23,139 TCRs. Task: Binary Classification. Given a T-cell receptor sequence (or CDR3 region) and an epitope sequence, predict whether binding occurs between them. (1) The epitope is TEKSNIIRGW. The TCR CDR3 sequence is CASSSYDSTEAFF. Result: 0 (the TCR does not bind to the epitope). (2) The epitope is FLKEKGGL. The TCR CDR3 sequence is CSVVGLESSYEQYF. Result: 1 (the TCR binds to the epitope). (3) The epitope is SQASSRSSSR. The TCR CDR3 sequence is CASSLDTGDGNTIYF. Result: 0 (the TCR does not bind to the epitope). (4) The epitope is QARQMVQAMRTIGTHP. The TCR CDR3 sequence is CASTPGFYEQYF. Result: 0 (the TCR does not bind to the epitope). (5) The epitope is KPLEFGATSAAL. The TCR CDR3 sequence is CASRRDGHNEQFF. Result: 1 (the TCR binds to the epitope). (6) The epitope is NLDSKVGGNY. The TCR CDR3 sequence is CASAFEADRALTGELFF. Result: 1 (the TCR binds to the epitope). (7) The TCR CDR3 sequence is CASSSGQGNEQFF. Result: 0 (the TCR does not bind to the epitope). The epitope is EHPTFTSQYRIQGKL.